From a dataset of hERG Central: cardiac toxicity at 1µM, 10µM, and general inhibition. Predict hERG channel inhibition at various concentrations. (1) The drug is Cc1ccc(N(Cc2ccccc2)C(=O)c2cccc(S(=O)(=O)N3CCOCC3)c2)cc1. Results: hERG_inhib (hERG inhibition (general)): blocker. (2) The drug is CC(=O)c1cccc(Nc2cc(C)nc3c(C)cc(C)cc23)c1.Cl. Results: hERG_inhib (hERG inhibition (general)): blocker. (3) The compound is COc1cc(CNCc2ccccn2)ccc1OCc1c(Cl)cccc1Cl.Cl. Results: hERG_inhib (hERG inhibition (general)): blocker. (4) The molecule is CN(CC(=O)N1CCN(c2ccccn2)CC1)S(=O)(=O)c1ccc(Br)cc1. Results: hERG_inhib (hERG inhibition (general)): blocker. (5) The molecule is CCCCc1cc2ccccc2c(OCCN(C)C)n1.Cl. Results: hERG_inhib (hERG inhibition (general)): blocker. (6) The compound is Cc1ccc(C)c(NC(=O)C(NCC(C)(C)N2CCOCC2)c2ccccc2)c1. Results: hERG_inhib (hERG inhibition (general)): blocker. (7) The molecule is O=C(c1ccco1)N1CCN(C(=O)c2ccc(COc3ccc4c(c3)CCC4)o2)CC1. Results: hERG_inhib (hERG inhibition (general)): blocker. (8) The drug is O=C(Nc1ccc(Nc2ccncc2)cc1)c1ccc([N+](=O)[O-])cc1. Results: hERG_inhib (hERG inhibition (general)): blocker. (9) The drug is CCC(=O)N1CCN(c2nc(C)nc3sc(C)c(C)c23)CC1. Results: hERG_inhib (hERG inhibition (general)): blocker.